The task is: Predict the product of the given reaction.. This data is from Forward reaction prediction with 1.9M reactions from USPTO patents (1976-2016). (1) Given the reactants N#N.[CH2:3]([O:10][CH2:11][CH2:12][CH2:13][C:14]([OH:16])=O)[C:4]1[CH:9]=[CH:8][CH:7]=[CH:6][CH:5]=1.[NH:17]1[CH2:21][CH2:20][CH2:19][CH2:18]1.CCN=C=NCCCN(C)C.Cl.C1C=CC2N(O)N=NC=2C=1.CCN(C(C)C)C(C)C, predict the reaction product. The product is: [CH2:3]([O:10][CH2:11][CH2:12][CH2:13][C:14]([N:17]1[CH2:21][CH2:20][CH2:19][CH2:18]1)=[O:16])[C:4]1[CH:5]=[CH:6][CH:7]=[CH:8][CH:9]=1. (2) The product is: [CH3:1][O:2][C:3]1[CH:4]=[C:5]([CH:6]=[CH:7][C:8]=1[O:9][CH3:10])[NH2:11]. Given the reactants [CH3:1][O:2][C:3]1[CH:4]=[C:5]([N+:11]([O-])=O)[CH:6]=[CH:7][C:8]=1[O:9][CH3:10], predict the reaction product.